This data is from Catalyst prediction with 721,799 reactions and 888 catalyst types from USPTO. The task is: Predict which catalyst facilitates the given reaction. Product: [N:1]([CH:4]([O:16][CH2:17][CH2:18][O:19][CH2:23][C:24]([O:26][CH2:27][CH3:28])=[O:25])[CH2:5][O:6][C:7]1[CH:8]=[C:9]([CH:13]=[CH:14][CH:15]=1)[C:10]([OH:12])=[O:11])=[N+:2]=[N-:3]. The catalyst class is: 1. Reactant: [N:1]([CH:4]([O:16][CH2:17][CH2:18][OH:19])[CH2:5][O:6][C:7]1[CH:8]=[C:9]([CH:13]=[CH:14][CH:15]=1)[C:10]([OH:12])=[O:11])=[N+:2]=[N-:3].[H-].[Na+].Br[CH2:23][C:24]([O:26][CH2:27][CH3:28])=[O:25].